Dataset: Full USPTO retrosynthesis dataset with 1.9M reactions from patents (1976-2016). Task: Predict the reactants needed to synthesize the given product. (1) The reactants are: [Br:1][C:2]1[CH:3]=[C:4]2[C:10]([NH:11]C(=O)C)=[C:9]([C:15]3[CH:20]=[CH:19][CH:18]=[CH:17][CH:16]=3)[NH:8][C:5]2=[N:6][CH:7]=1. Given the product [Br:1][C:2]1[CH:3]=[C:4]2[C:10]([NH2:11])=[C:9]([C:15]3[CH:20]=[CH:19][CH:18]=[CH:17][CH:16]=3)[NH:8][C:5]2=[N:6][CH:7]=1, predict the reactants needed to synthesize it. (2) Given the product [Br:3][C:4]1[CH:5]=[C:6]([CH2:14][OH:15])[C:7]([CH2:10][OH:11])=[N:8][CH:9]=1, predict the reactants needed to synthesize it. The reactants are: [BH4-].[Na+].[Br:3][C:4]1[CH:5]=[C:6]([C:14](OC)=[O:15])[C:7]([C:10](OC)=[O:11])=[N:8][CH:9]=1.[Cl-].[Ca+2].[Cl-].Cl.O1CCOCC1. (3) Given the product [C:13]1([CH:11]([N:10]2[C:4]3[C:5](=[N:6][CH:7]=[C:2]([C:47]4[CH:46]=[CH:45][CH:50]=[C:31]5[C:30]=4[CH:29]=[CH:28][CH:33]=[N:32]5)[CH:3]=3)[NH:8][C:9]2=[O:19])[CH3:12])[CH:14]=[CH:15][CH:16]=[CH:17][CH:18]=1, predict the reactants needed to synthesize it. The reactants are: Br[C:2]1[CH:3]=[C:4]2[N:10]([CH:11]([C:13]3[CH:18]=[CH:17][CH:16]=[CH:15][CH:14]=3)[CH3:12])[C:9](=[O:19])[N:8](C(OC(C)(C)C)=O)[C:5]2=[N:6][CH:7]=1.Br[C:28]1[CH:29]=[C:30]2NC(=O)N(C(OC(C)(C)C)=O)[C:31]2=[N:32][CH:33]=1.[C:45]1(C(O)C)[CH:50]=CC=[CH:47][CH:46]=1.C1(P(C2C=CC=CC=2)C2C=CC=CC=2)C=CC=CC=1.N(C(OC(C)C)=O)=NC(OC(C)C)=O. (4) Given the product [C:1]1([C:7]2[C:22]([C:23]3[CH:24]=[CH:25][C:26]([C:29]4([NH2:33])[CH2:32][CH2:31][CH2:30]4)=[CH:27][CH:28]=3)=[N:21][C:10]3[O:11][CH2:12][C:13]4[N:14]([C:15]([CH2:18][CH2:19][CH3:20])=[N:16][N:17]=4)[C:9]=3[CH:8]=2)[CH:6]=[CH:5][CH:4]=[CH:3][CH:2]=1, predict the reactants needed to synthesize it. The reactants are: [C:1]1([C:7]2[C:22]([C:23]3[CH:28]=[CH:27][C:26]([C:29]4([NH:33]C(=O)OC(C)(C)C)[CH2:32][CH2:31][CH2:30]4)=[CH:25][CH:24]=3)=[N:21][C:10]3[O:11][CH2:12][C:13]4[N:14]([C:15]([CH2:18][CH2:19][CH3:20])=[N:16][N:17]=4)[C:9]=3[CH:8]=2)[CH:6]=[CH:5][CH:4]=[CH:3][CH:2]=1. (5) Given the product [NH2:12][C:13]1[CH:14]=[CH:15][C:16]([N:1]2[CH:5]=[N:4][CH:3]=[N:2]2)=[C:17]([CH:20]=1)[C:18]#[N:19], predict the reactants needed to synthesize it. The reactants are: [NH:1]1[CH:5]=[N:4][CH:3]=[N:2]1.C(=O)([O-])[O-].[K+].[K+].[NH2:12][C:13]1[CH:14]=[CH:15][C:16](F)=[C:17]([CH:20]=1)[C:18]#[N:19].O. (6) Given the product [CH3:1][N:2]1[C:14]2[CH2:13][CH2:12][CH:11]([CH2:22][N:18]3[CH:19]=[CH:20][N:21]=[C:17]3[CH3:16])[C:10](=[O:15])[C:9]=2[C:8]2[C:3]1=[CH:4][CH:5]=[CH:6][CH:7]=2, predict the reactants needed to synthesize it. The reactants are: [CH3:1][N:2]1[C:14]2[CH2:13][CH2:12][CH2:11][C:10](=[O:15])[C:9]=2[C:8]2[C:3]1=[CH:4][CH:5]=[CH:6][CH:7]=2.[CH3:16][C:17]1[NH:18][CH:19]=[CH:20][N:21]=1.[CH3:22]N(CN(C)C)C.[Cl-].[Al+3].[Cl-].[Cl-].[OH-].[Na+]. (7) Given the product [Cl:18][C:19]1[CH:24]=[CH:23][C:22]([C:2]2[CH:3]=[N:4][C:5]3[C:10]([N:11]=2)=[CH:9][C:8]([C:12]([N:14]([O:16][CH3:17])[CH3:15])=[O:13])=[CH:7][CH:6]=3)=[CH:21][CH:20]=1, predict the reactants needed to synthesize it. The reactants are: Cl[C:2]1[CH:3]=[N:4][C:5]2[C:10]([N:11]=1)=[CH:9][C:8]([C:12]([N:14]([O:16][CH3:17])[CH3:15])=[O:13])=[CH:7][CH:6]=2.[Cl:18][C:19]1[CH:24]=[CH:23][C:22](B(O)O)=[CH:21][CH:20]=1.C([O-])([O-])=O.[Na+].[Na+]. (8) Given the product [CH3:1][CH2:2][C@H:3]1[O:18][C:16](=[O:17])[C@H:15]([CH3:19])[C@@H:14]([O:20][C@@H:21]2[O:26][C@@H:25]([CH3:27])[C@H:24]([OH:28])[C@@:23]([O:30][CH3:31])([CH3:29])[CH2:22]2)[C@H:13]([CH3:32])[C@@H:12]([O:33][C@@H:34]2[O:39][C@H:38]([CH3:40])[CH2:37][C@H:36]([N:41]([CH3:42])[CH3:43])[C@H:35]2[OH:44])[C@@:11]([OH:46])([CH3:45])[CH2:10][C@@H:9]([CH3:47])[C:7](=[O:8])[C@H:6]([CH3:48])[C@@H:5]([OH:49])[C@@:4]1([OH:51])[CH3:50].[CH2:29]([CH:23]([CH2:22][C:21]([O-:20])=[O:26])[C:24]([O-:28])=[O:55])[CH3:52], predict the reactants needed to synthesize it. The reactants are: [CH3:1][CH2:2][C@H:3]1[O:18][C:16](=[O:17])[C@H:15]([CH3:19])[C@@H:14]([O:20][C@@H:21]2[O:26][C@@H:25]([CH3:27])[C@H:24]([OH:28])[C@@:23]([O:30][CH3:31])([CH3:29])[CH2:22]2)[C@H:13]([CH3:32])[C@@H:12]([O:33][C@@H:34]2[O:39][C@H:38]([CH3:40])[CH2:37][C@H:36]([N:41]([CH3:43])[CH3:42])[C@H:35]2[OH:44])[C@@:11]([OH:46])([CH3:45])[CH2:10][C@@H:9]([CH3:47])[C:7](=[O:8])[C@H:6]([CH3:48])[C@@H:5]([OH:49])[C@@:4]1([OH:51])[CH3:50].[C:52](#N)C.[OH2:55]. (9) Given the product [C:1]([O:5][C:6]([N:8]1[CH2:13][CH2:12][CH2:11][CH:10]([O:14][S:16]([CH3:15])(=[O:18])=[O:17])[CH2:9]1)=[O:7])([CH3:4])([CH3:2])[CH3:3], predict the reactants needed to synthesize it. The reactants are: [C:1]([O:5][C:6]([N:8]1[CH2:13][CH2:12][CH2:11][CH:10]([OH:14])[CH2:9]1)=[O:7])([CH3:4])([CH3:3])[CH3:2].[CH3:15][S:16](Cl)(=[O:18])=[O:17].O.